Dataset: Reaction yield outcomes from USPTO patents with 853,638 reactions. Task: Predict the reaction yield, written as a fraction of the theoretical maximum amount of product (1.0 means a 100% yield; for example, 0.34 means a 34% yield). (1) The reactants are [F:1][C:2]([F:25])([F:24])[C:3]1[C:11]2[CH2:10][CH2:9][CH2:8][CH2:7][C:6]=2[N:5]([C:12]2[CH:17]=[CH:16][C:15]([CH2:18][NH:19][C:20](=[O:23])[CH:21]=[CH2:22])=[CH:14][CH:13]=2)[N:4]=1.[H-].[Na+].[CH3:28]I. The catalyst is CN(C)C=O. The product is [CH3:28][N:19]([CH2:18][C:15]1[CH:16]=[CH:17][C:12]([N:5]2[C:6]3[CH2:7][CH2:8][CH2:9][CH2:10][C:11]=3[C:3]([C:2]([F:1])([F:24])[F:25])=[N:4]2)=[CH:13][CH:14]=1)[C:20](=[O:23])[CH:21]=[CH2:22]. The yield is 0.260. (2) The reactants are [CH3:1][O:2][CH:3]([O:45][CH3:46])[CH2:4][NH:5][C@:6]12[CH2:41][CH2:40][C@@H:39]([C:42]([CH3:44])=[CH2:43])[C@@H:7]1[C@@H:8]1[C@@:21]([CH3:24])([CH2:22][CH2:23]2)[C@@:20]2([CH3:25])[C@@H:11]([C@:12]3([CH3:38])[C@@H:17]([CH2:18][CH2:19]2)[C:16]([CH3:27])([CH3:26])[C:15]([C:28]2[CH:37]=[CH:36][C:31]([C:32]([O:34]C)=[O:33])=[CH:30][CH:29]=2)=[CH:14][CH2:13]3)[CH2:10][CH2:9]1.[OH-].[Na+]. The catalyst is O1CCOCC1.CO. The product is [CH3:1][O:2][CH:3]([O:45][CH3:46])[CH2:4][NH:5][C@:6]12[CH2:41][CH2:40][C@@H:39]([C:42]([CH3:44])=[CH2:43])[C@@H:7]1[C@@H:8]1[C@@:21]([CH3:24])([CH2:22][CH2:23]2)[C@@:20]2([CH3:25])[C@@H:11]([C@:12]3([CH3:38])[C@@H:17]([CH2:18][CH2:19]2)[C:16]([CH3:27])([CH3:26])[C:15]([C:28]2[CH:29]=[CH:30][C:31]([C:32]([OH:34])=[O:33])=[CH:36][CH:37]=2)=[CH:14][CH2:13]3)[CH2:10][CH2:9]1. The yield is 0.661.